This data is from Reaction yield outcomes from USPTO patents with 853,638 reactions. The task is: Predict the reaction yield, written as a fraction of the theoretical maximum amount of product (1.0 means a 100% yield; for example, 0.34 means a 34% yield). (1) The reactants are [F:1][C:2]1[CH:3]=[CH:4][C:5]([CH2:8][O:9][C:10]2[CH:15]=[CH:14][N:13]([C:16]3[CH:21]=[CH:20][C:19]4[C:22]5[CH2:28][CH2:27][CH2:26][N:25](C(OC(C)(C)C)=O)[CH2:24][C:23]=5[S:36][C:18]=4[CH:17]=3)[C:12](=[O:37])[CH:11]=2)=[N:6][CH:7]=1.[ClH:38]. No catalyst specified. The product is [ClH:38].[F:1][C:2]1[CH:3]=[CH:4][C:5]([CH2:8][O:9][C:10]2[CH:15]=[CH:14][N:13]([C:16]3[CH:21]=[CH:20][C:19]4[C:22]5[CH2:28][CH2:27][CH2:26][NH:25][CH2:24][C:23]=5[S:36][C:18]=4[CH:17]=3)[C:12](=[O:37])[CH:11]=2)=[N:6][CH:7]=1. The yield is 0.850. (2) The reactants are [CH3:1][CH:2]1[CH2:7][CH2:6][CH2:5][CH2:4][CH:3]1[NH:8][C:9]1[C:10]2[N:11]([CH:17]=[CH:18][CH:19]=2)[N:12]=[CH:13]C=1C#N.[OH-:20].[Na+].Cl.[CH3:23][CH2:24][OH:25]. The catalyst is O. The product is [CH3:1][CH:2]1[CH2:7][CH2:6][CH2:5][CH2:4][CH:3]1[NH:8][C:9]1[C:10]2[N:11]([CH:17]=[CH:18][CH:19]=2)[N:12]=[CH:13][C:23]=1[C:24]([OH:20])=[O:25]. The yield is 0.960. (3) The reactants are C[N:2]1[CH2:15][CH2:14][C@@:13]23[C:16]4[C:22]5[CH2:23][C@@H:3]1[C@@H:4]2[CH2:5][CH2:6][C:7]1([C@@H:12]3[O:18][C:17]=4[C:19]([C:24]#[N:25])=[CH:20][CH:21]=5)[O:11][CH2:10][CH2:9][O:8]1.N(C(OC(C)C)=O)=NC(OC(C)C)=O.CC1(C)CC(=O)CC(=O)C1.CO.Cl. The catalyst is CN(C)C=O. The product is [O:8]1[CH2:9][CH2:10][O:11][C:7]21[CH2:6][CH2:5][C@@H:4]1[C@@:13]34[C:16]5[C:22](=[CH:21][CH:20]=[C:19]([C:24]#[N:25])[C:17]=5[O:18][C@@H:12]23)[CH2:23][C@H:3]1[NH:2][CH2:15][CH2:14]4. The yield is 0.810. (4) The reactants are CN(C)[CH:3]=[C:4]([N:9]=[CH:10]N(C)C)[C:5]([O:7][CH3:8])=[O:6].[CH3:15][N:16]1[CH:20]=[CH:19][C:18]([CH3:21])=[CH:17]1. The catalyst is C(O)(=O)C.C(O)(C(F)(F)F)=O. The product is [CH3:15][N:16]1[C:20]2[CH:3]=[C:4]([C:5]([O:7][CH3:8])=[O:6])[N:9]=[CH:10][C:19]=2[C:18]([CH3:21])=[CH:17]1. The yield is 0.550. (5) The reactants are [CH2:1]([O:3][C:4]([C:6]1[N:7]=[CH:8][C:9]2[C:14]([C:15]=1[OH:16])=[CH:13][CH:12]=[C:11]([O:17][C:18]1[CH:23]=[CH:22][C:21]([F:24])=[CH:20][C:19]=1[Cl:25])[CH:10]=2)=[O:5])[CH3:2].C1C(=O)N([Br:33])C(=O)C1. The catalyst is C(Cl)Cl. The product is [CH2:1]([O:3][C:4]([C:6]1[N:7]=[C:8]([Br:33])[C:9]2[C:14]([C:15]=1[OH:16])=[CH:13][CH:12]=[C:11]([O:17][C:18]1[CH:23]=[CH:22][C:21]([F:24])=[CH:20][C:19]=1[Cl:25])[CH:10]=2)=[O:5])[CH3:2]. The yield is 0.730. (6) The reactants are [F:1][C:2]1[CH:7]=[CH:6][C:5]([CH:8]2[C:17]([CH3:24])([C:18]3[N:22]([CH3:23])[N:21]=[CH:20][N:19]=3)[C:16](=O)[C:15]3[C:14]([C:26]([O:28]CC)=O)=[CH:13][CH:12]=[CH:11][C:10]=3[NH:9]2)=[CH:4][CH:3]=1.O.[NH2:32][NH2:33]. The catalyst is CO. The product is [F:1][C:2]1[CH:7]=[CH:6][C:5]([CH:8]2[NH:9][C:10]3[C:15]4[C:16](=[N:32][NH:33][C:26](=[O:28])[C:14]=4[CH:13]=[CH:12][CH:11]=3)[C:17]2([CH3:24])[C:18]2[N:22]([CH3:23])[N:21]=[CH:20][N:19]=2)=[CH:4][CH:3]=1. The yield is 0.540. (7) The reactants are C[O:2][C:3]([C:5]1[CH:10]=[CH:9][N:8]=[C:7]([C:11]2[N:12]=[CH:13][N:14]([CH3:17])[C:15]=2Br)[CH:6]=1)=[O:4].[CH:18]1([CH2:21][O:22][C:23]2[CH:28]=[C:27]([F:29])[C:26]([F:30])=[CH:25][C:24]=2B2OC(C)(C)C(C)(C)O2)[CH2:20][CH2:19]1. No catalyst specified. The product is [CH:18]1([CH2:21][O:22][C:23]2[CH:28]=[C:27]([F:29])[C:26]([F:30])=[CH:25][C:24]=2[C:15]2[N:14]([CH3:17])[CH:13]=[N:12][C:11]=2[C:7]2[CH:6]=[C:5]([C:3]([OH:2])=[O:4])[CH:10]=[CH:9][N:8]=2)[CH2:19][CH2:20]1. The yield is 0.0500.